Dataset: NCI-60 drug combinations with 297,098 pairs across 59 cell lines. Task: Regression. Given two drug SMILES strings and cell line genomic features, predict the synergy score measuring deviation from expected non-interaction effect. (1) Drug 1: C1=CC(=C2C(=C1NCCNCCO)C(=O)C3=C(C=CC(=C3C2=O)O)O)NCCNCCO. Drug 2: CC1C(C(CC(O1)OC2CC(OC(C2O)C)OC3=CC4=CC5=C(C(=O)C(C(C5)C(C(=O)C(C(C)O)O)OC)OC6CC(C(C(O6)C)O)OC7CC(C(C(O7)C)O)OC8CC(C(C(O8)C)O)(C)O)C(=C4C(=C3C)O)O)O)O. Cell line: NCI-H522. Synergy scores: CSS=88.0, Synergy_ZIP=27.9, Synergy_Bliss=27.9, Synergy_Loewe=18.1, Synergy_HSA=28.7. (2) Drug 1: C1=CC(=C2C(=C1NCCNCCO)C(=O)C3=C(C=CC(=C3C2=O)O)O)NCCNCCO. Drug 2: CC(C)CN1C=NC2=C1C3=CC=CC=C3N=C2N. Cell line: HOP-92. Synergy scores: CSS=37.2, Synergy_ZIP=1.91, Synergy_Bliss=1.12, Synergy_Loewe=-16.9, Synergy_HSA=1.86. (3) Drug 1: CCC1=C2CN3C(=CC4=C(C3=O)COC(=O)C4(CC)O)C2=NC5=C1C=C(C=C5)O. Drug 2: CN(C(=O)NC(C=O)C(C(C(CO)O)O)O)N=O. Cell line: HL-60(TB). Synergy scores: CSS=50.2, Synergy_ZIP=11.4, Synergy_Bliss=8.25, Synergy_Loewe=-11.5, Synergy_HSA=8.88. (4) Drug 1: C1C(C(OC1N2C=C(C(=O)NC2=O)F)CO)O. Drug 2: CC1CCC2CC(C(=CC=CC=CC(CC(C(=O)C(C(C(=CC(C(=O)CC(OC(=O)C3CCCCN3C(=O)C(=O)C1(O2)O)C(C)CC4CCC(C(C4)OC)O)C)C)O)OC)C)C)C)OC. Cell line: K-562. Synergy scores: CSS=31.9, Synergy_ZIP=2.89, Synergy_Bliss=4.35, Synergy_Loewe=-12.9, Synergy_HSA=4.41. (5) Drug 1: C#CCC(CC1=CN=C2C(=N1)C(=NC(=N2)N)N)C3=CC=C(C=C3)C(=O)NC(CCC(=O)O)C(=O)O. Drug 2: CC1=C(C(=O)C2=C(C1=O)N3CC4C(C3(C2COC(=O)N)OC)N4)N. Cell line: K-562. Synergy scores: CSS=27.2, Synergy_ZIP=-0.102, Synergy_Bliss=1.93, Synergy_Loewe=1.10, Synergy_HSA=2.41. (6) Drug 1: CN1C(=O)N2C=NC(=C2N=N1)C(=O)N. Drug 2: CC12CCC3C(C1CCC2OP(=O)(O)O)CCC4=C3C=CC(=C4)OC(=O)N(CCCl)CCCl.[Na+]. Cell line: U251. Synergy scores: CSS=-0.508, Synergy_ZIP=0.125, Synergy_Bliss=1.95, Synergy_Loewe=-3.23, Synergy_HSA=-1.32. (7) Drug 1: C1=CC=C(C(=C1)C(C2=CC=C(C=C2)Cl)C(Cl)Cl)Cl. Drug 2: CC(C)(C#N)C1=CC(=CC(=C1)CN2C=NC=N2)C(C)(C)C#N. Cell line: UACC62. Synergy scores: CSS=0.802, Synergy_ZIP=5.83, Synergy_Bliss=1.85, Synergy_Loewe=0.567, Synergy_HSA=0.694.